This data is from Full USPTO retrosynthesis dataset with 1.9M reactions from patents (1976-2016). The task is: Predict the reactants needed to synthesize the given product. (1) Given the product [CH3:49][O:48][C:33]1[C:32]([O:31][CH2:30][CH2:29][P:6]([CH2:8][CH2:9][O:10][C:11]2[C:12]([O:27][CH3:28])=[CH:13][C:14]3[C:20](=[O:21])[N:19]4[CH2:22][C:23](=[CH2:25])[CH2:24][C@H:18]4[CH2:17][NH:16][C:15]=3[CH:26]=2)([CH2:5][CH2:4][S:2]([CH3:1])=[S:3])=[O:7])=[CH:47][C:36]2[N:37]=[CH:38][C@@H:39]3[CH2:45][C:44](=[CH2:46])[CH2:43][N:40]3[C:41](=[O:42])[C:35]=2[CH:34]=1, predict the reactants needed to synthesize it. The reactants are: [CH3:1][S:2]([CH2:4][CH2:5][P:6]([CH2:29][CH2:30][O:31][C:32]1[C:33]([O:48][CH3:49])=[CH:34][C:35]2[C:41](=[O:42])[N:40]3[CH2:43][C:44](=[CH2:46])[CH2:45][C@H:39]3[CH:38]=[N:37][C:36]=2[CH:47]=1)([CH2:8][CH2:9][O:10][C:11]1[C:12]([O:27][CH3:28])=[CH:13][C:14]2[C:20](=[O:21])[N:19]3[CH2:22][C:23](=[CH2:25])[CH2:24][C@H:18]3[CH:17]=[N:16][C:15]=2[CH:26]=1)=[O:7])=[S:3].[BH4-].[Na+].COCCOCCOC. (2) Given the product [Cl:29][C:25]1[CH:24]=[C:23]([CH2:22][CH2:21][NH:20][C:19]2[CH:18]=[CH:17][NH:16][C:15](=[O:30])[C:14]=2[C:11]2[NH:12][C:13]3[C:5]([C:3]([OH:4])=[O:2])=[CH:6][CH:7]=[CH:8][C:9]=3[N:10]=2)[CH:28]=[CH:27][CH:26]=1, predict the reactants needed to synthesize it. The reactants are: C[O:2][C:3]([C:5]1[C:13]2[NH:12][C:11]([C:14]3[C:15](=[O:30])[NH:16][CH:17]=[CH:18][C:19]=3[NH:20][CH2:21][CH2:22][C:23]3[CH:28]=[CH:27][CH:26]=[C:25]([Cl:29])[CH:24]=3)=[N:10][C:9]=2[CH:8]=[CH:7][CH:6]=1)=[O:4].[Li+].[OH-].C1COCC1.O[C@@H](C1C=CC=CC=1)CNC1C=CNC(=O)C=1C1NC2C(C(O)=O)=CC=CC=2N=1. (3) Given the product [Cl:1][C:2]1[C:3]([C:8]2[CH:9]=[C:10]3[C:14](=[C:15]([O:17][C:18]4[CH:19]=[CH:20][C:21]([S:24]([CH3:27])(=[O:26])=[O:25])=[CH:22][CH:23]=4)[CH:16]=2)[NH:13][N:12]=[C:11]3[NH:31][C:32]2[CH:36]=[CH:35][N:34]([CH3:37])[N:33]=2)=[N:4][CH:5]=[CH:6][CH:7]=1, predict the reactants needed to synthesize it. The reactants are: [Cl:1][C:2]1[C:3]([C:8]2[CH:9]=[C:10]3[C:14](=[C:15]([O:17][C:18]4[CH:23]=[CH:22][C:21]([S:24]([CH3:27])(=[O:26])=[O:25])=[CH:20][CH:19]=4)[CH:16]=2)[N:13](COC)[N:12]=[C:11]3[NH:31][C:32]2[CH:36]=[CH:35][N:34]([CH3:37])[N:33]=2)=[N:4][CH:5]=[CH:6][CH:7]=1.Cl.C(=O)([O-])O.[Na+]. (4) Given the product [C:22]([NH:21][CH2:20][C:15]1[CH:16]=[CH:17][CH:18]=[CH:19][C:14]=1[N:11]1[CH2:10][CH2:9][NH:8][CH2:13][CH2:12]1)(=[O:25])[CH2:23][CH3:24].[CH3:29][CH2:28][CH2:27][CH2:32][CH2:31][CH3:30].[C:1]([O:3][CH2:4][CH3:7])(=[O:2])[CH3:37], predict the reactants needed to synthesize it. The reactants are: [C:1]([N:8]1[CH2:13][CH2:12][N:11]([C:14]2[CH:19]=[CH:18][CH:17]=[CH:16][C:15]=2[CH2:20][NH2:21])[CH2:10][CH2:9]1)([O:3][C:4]([CH3:7])(C)C)=[O:2].[C:22](O)(=[O:25])[CH2:23][CH3:24].[CH:27]1[CH:28]=[CH:29][C:30]2N(O)N=N[C:31]=2[CH:32]=1.[CH2:37](Cl)CCl.CCN(C(C)C)C(C)C. (5) The reactants are: [Cl:1][C:2]1[CH:3]=[C:4]2[C:13](=[CH:14][CH:15]=1)[C:12](Cl)=[C:11]1[C:6]([CH:7]=[CH:8][C:9]([O:17][CH3:18])=[CH:10]1)=[N:5]2.[NH2:19][CH2:20][CH2:21][O:22][CH2:23][CH2:24][N:25]([CH2:28][CH3:29])[CH2:26][CH3:27]. Given the product [Cl:1][C:2]1[CH:3]=[C:4]2[C:13](=[CH:14][CH:15]=1)[C:12]([NH:19][CH2:20][CH2:21][O:22][CH2:23][CH2:24][N:25]([CH2:26][CH3:27])[CH2:28][CH3:29])=[C:11]1[C:6]([CH:7]=[CH:8][C:9]([O:17][CH3:18])=[CH:10]1)=[N:5]2, predict the reactants needed to synthesize it. (6) The reactants are: Cl[C:2]([C:4]1[CH:12]=[CH:11][C:7]([C:8]([O-:10])=[O:9])=[CH:6][CH:5]=1)=[O:3].[CH2:13]([NH:20][CH2:21][C:22]1[CH:27]=[CH:26][C:25]([O:28][CH3:29])=[CH:24][CH:23]=1)[C:14]1[CH:19]=[CH:18][CH:17]=[CH:16][CH:15]=1. Given the product [CH2:13]([N:20]([CH2:21][C:22]1[CH:27]=[CH:26][C:25]([O:28][CH3:29])=[CH:24][CH:23]=1)[C:2]([C:4]1[CH:12]=[CH:11][C:7]([C:8]([OH:10])=[O:9])=[CH:6][CH:5]=1)=[O:3])[C:14]1[CH:15]=[CH:16][CH:17]=[CH:18][CH:19]=1, predict the reactants needed to synthesize it. (7) Given the product [O:38]1[CH:42]=[CH:41][CH:40]=[C:39]1[C:43]([NH:1][C@@H:2]([CH3:30])[C@@H:3]([C:24]1[CH:25]=[CH:26][CH:27]=[CH:28][CH:29]=1)[O:4][C:5]1[CH:6]=[C:7]2[C:11](=[CH:12][CH:13]=1)[N:10]([C:14]1[CH:23]=[CH:22][C:17]([C:18]([O:20][CH3:21])=[O:19])=[CH:16][CH:15]=1)[N:9]=[CH:8]2)=[O:44], predict the reactants needed to synthesize it. The reactants are: [NH2:1][C@@H:2]([CH3:30])[C@@H:3]([C:24]1[CH:29]=[CH:28][CH:27]=[CH:26][CH:25]=1)[O:4][C:5]1[CH:6]=[C:7]2[C:11](=[CH:12][CH:13]=1)[N:10]([C:14]1[CH:23]=[CH:22][C:17]([C:18]([O:20][CH3:21])=[O:19])=[CH:16][CH:15]=1)[N:9]=[CH:8]2.C(N(CC)CC)C.[O:38]1[CH:42]=[CH:41][CH:40]=[C:39]1[C:43](Cl)=[O:44]. (8) Given the product [N:24]([C@@H:17]1[CH2:16][O:15][C@H:14]([CH:1]([C:8]2[CH:13]=[CH:12][CH:11]=[CH:10][CH:9]=2)[C:2]2[CH:7]=[CH:6][CH:5]=[CH:4][CH:3]=2)[CH2:20][C@H:19]1[OH:18])=[N+:25]=[N-:26], predict the reactants needed to synthesize it. The reactants are: [CH:1]([C@@H:14]1[CH2:20][C@@H:19]2[C@@H:17]([O:18]2)[CH2:16][O:15]1)([C:8]1[CH:13]=[CH:12][CH:11]=[CH:10][CH:9]=1)[C:2]1[CH:7]=[CH:6][CH:5]=[CH:4][CH:3]=1.CO.O.[N-:24]=[N+:25]=[N-:26].[Na+].[NH4+].[Cl-]. (9) Given the product [CH2:1]([O:3][C:4](=[O:15])[C:5]1[CH:10]=[CH:9][CH:8]=[C:7]([N+:11]([O-:13])=[O:12])[C:6]=1[NH:22][CH:16]1[CH2:21][CH2:20][CH2:19][CH2:18][CH2:17]1)[CH3:2], predict the reactants needed to synthesize it. The reactants are: [CH2:1]([O:3][C:4](=[O:15])[C:5]1[CH:10]=[CH:9][CH:8]=[C:7]([N+:11]([O-:13])=[O:12])[C:6]=1Cl)[CH3:2].[CH:16]1([NH2:22])[CH2:21][CH2:20][CH2:19][CH2:18][CH2:17]1. (10) Given the product [CH2:1]([O:3][C:4](=[O:26])[CH2:5][C:6]1[CH:11]=[CH:10][C:9]([C:12](=[O:22])[C:13]2[CH:18]=[CH:17][CH:16]=[C:15]([NH2:19])[CH:14]=2)=[CH:8][C:7]=1[NH2:23])[CH3:2], predict the reactants needed to synthesize it. The reactants are: [CH2:1]([O:3][C:4](=[O:26])[CH2:5][C:6]1[CH:11]=[CH:10][C:9]([C:12](=[O:22])[C:13]2[CH:18]=[CH:17][CH:16]=[C:15]([N+:19]([O-])=O)[CH:14]=2)=[CH:8][C:7]=1[N+:23]([O-])=O)[CH3:2].